From a dataset of Full USPTO retrosynthesis dataset with 1.9M reactions from patents (1976-2016). Predict the reactants needed to synthesize the given product. (1) Given the product [CH3:1][O:2][C:3]1[CH:4]=[CH:5][C:6]([C:7]([N:41]2[CH2:40][CH2:39][N:38]3[N:34]=[C:35]([C:43]([O:45][CH2:46][CH3:47])=[O:44])[CH:36]=[C:37]3[CH2:42]2)=[O:9])=[CH:10][CH:11]=1, predict the reactants needed to synthesize it. The reactants are: [CH3:1][O:2][C:3]1[CH:11]=[CH:10][C:6]([C:7]([OH:9])=O)=[CH:5][CH:4]=1.C(N(CC)CC)C.F[P-](F)(F)(F)(F)F.CN(C)C(F)=[N+](C)C.[N:34]1[N:38]2[CH2:39][CH2:40][NH:41][CH2:42][C:37]2=[CH:36][C:35]=1[C:43]([O:45][CH2:46][CH3:47])=[O:44]. (2) Given the product [OH:41][C:38]1[CH:39]=[CH:40][C:35]([C:13]2[N:14]([CH2:18][C:19]3[CH:24]=[CH:23][C:22]([O:25][CH2:26][CH2:27][CH2:28][N:29]4[CH2:30][CH2:31][CH2:32][CH2:33][CH2:34]4)=[CH:21][CH:20]=3)[C:15]3[C:11]([C:12]=2[CH3:49])=[CH:10][C:9]([OH:8])=[CH:17][CH:16]=3)=[CH:36][CH:37]=1, predict the reactants needed to synthesize it. The reactants are: C([O:8][C:9]1[CH:10]=[C:11]2[C:15](=[CH:16][CH:17]=1)[N:14]([CH2:18][C:19]1[CH:24]=[CH:23][C:22]([O:25][CH2:26][CH2:27][CH2:28][N:29]3[CH2:34][CH2:33][CH2:32][CH2:31][CH2:30]3)=[CH:21][CH:20]=1)[C:13]([C:35]1[CH:40]=[CH:39][C:38]([O:41]CC3C=CC=CC=3)=[CH:37][CH:36]=1)=[C:12]2[CH3:49])C1C=CC=CC=1.C1CCC=CC=1. (3) Given the product [I:1][C:2]1[CH:3]=[C:4]2[C:9](=[CH:10][CH:11]=1)[N:8]([CH:12]1[CH2:14][CH2:13]1)[CH:7]=[C:6]([C:15]([OH:17])=[O:16])[C:5]2=[O:20], predict the reactants needed to synthesize it. The reactants are: [I:1][C:2]1[CH:3]=[C:4]2[C:9](=[CH:10][CH:11]=1)[N:8]([CH:12]1[CH2:14][CH2:13]1)[CH:7]=[C:6]([C:15]([O:17]CC)=[O:16])[C:5]2=[O:20].[OH-].[Na+].C(O)(=O)CC(CC(O)=O)(C(O)=O)O. (4) Given the product [C:17]([O:16][C:14]([N:9]1[C@H:8]([C:21]([OH:23])=[O:22])[CH2:7][C:6]2[C:11](=[CH:12][CH:13]=[C:4]([N+:1]([O-:3])=[O:2])[CH:5]=2)[CH2:10]1)=[O:15])([CH3:20])([CH3:18])[CH3:19], predict the reactants needed to synthesize it. The reactants are: [N+:1]([C:4]1[CH:5]=[C:6]2[C:11](=[CH:12][CH:13]=1)[CH2:10][N:9]([C:14]([O:16][C:17]([CH3:20])([CH3:19])[CH3:18])=[O:15])[C@H:8]([C:21]([O:23]CC)=[O:22])[CH2:7]2)([O-:3])=[O:2].[OH-].[Li+].Cl. (5) Given the product [Cl:22][C:23]1[CH:28]=[C:27]([C:2]2[CH:3]=[C:4]([C:12]([O:14][CH3:15])=[O:13])[CH:5]=[C:6]([C:7]([O:9][CH3:10])=[O:8])[CH:11]=2)[CH:26]=[CH:25][CH:24]=1, predict the reactants needed to synthesize it. The reactants are: Br[C:2]1[CH:3]=[C:4]([C:12]([O:14][CH3:15])=[O:13])[CH:5]=[C:6]([CH:11]=1)[C:7]([O:9][CH3:10])=[O:8].C(=O)([O-])[O-].[Na+].[Na+].[Cl:22][C:23]1[CH:24]=[C:25](B(O)O)[CH:26]=[CH:27][CH:28]=1. (6) The reactants are: [CH3:1][O:2][C:3]1[CH:4]=[C:5]([CH2:20][C:21]([OH:23])=O)[CH:6]=[CH:7][C:8]=1[NH:9][C:10]([NH:12][C:13]1[CH:18]=[CH:17][CH:16]=[CH:15][C:14]=1[CH3:19])=[O:11].[C:24]([O-:32])(=[O:31])[C:25]1[CH:30]=[CH:29][CH:28]=[CH:27][CH:26]=1.CCN=[C:36]=[N:37][CH2:38][CH2:39][CH2:40]N(C)C.Cl.[CH:45]1C=CC2N(O)N=NC=2[CH:50]=1. Given the product [CH3:1][O:2][C:3]1[CH:4]=[C:5]([CH2:20][C:21]([N:37]([CH2:38][CH2:39][CH2:40][C:28]2[CH:29]=[CH:30][C:25]([C:24]([O:32][CH2:45][CH3:50])=[O:31])=[CH:26][CH:27]=2)[CH3:36])=[O:23])[CH:6]=[CH:7][C:8]=1[NH:9][C:10]([NH:12][C:13]1[CH:18]=[CH:17][CH:16]=[CH:15][C:14]=1[CH3:19])=[O:11], predict the reactants needed to synthesize it. (7) Given the product [Cl-:36].[F:1][C:2]1[CH:3]=[CH:4][C:5]([CH2:6][C@H:7]2[C@H:15]([CH3:16])[O:14][C:13](=[O:17])[C@@H:12]([NH3+:18])[CH2:11][CH2:10][O:9][C@@H:8]2[CH2:26][CH2:27][C:28]2[CH:33]=[CH:32][CH:31]=[CH:30][CH:29]=2)=[CH:34][CH:35]=1, predict the reactants needed to synthesize it. The reactants are: [F:1][C:2]1[CH:35]=[CH:34][C:5]([CH2:6][C@H:7]2[C@H:15]([CH3:16])[O:14][C:13](=[O:17])[C@@H:12]([NH:18]C(=O)OC(C)(C)C)[CH2:11][CH2:10][O:9][C@@H:8]2[CH2:26][CH2:27][C:28]2[CH:33]=[CH:32][CH:31]=[CH:30][CH:29]=2)=[CH:4][CH:3]=1.[ClH:36].O1CCOCC1.